Dataset: Reaction yield outcomes from USPTO patents with 853,638 reactions. Task: Predict the reaction yield, written as a fraction of the theoretical maximum amount of product (1.0 means a 100% yield; for example, 0.34 means a 34% yield). (1) The reactants are [CH2:1]([N:8]1[CH2:13][CH2:12][C:11]([NH:16][C:17]2[CH:22]=[CH:21][C:20]([Cl:23])=[CH:19][CH:18]=2)([C:14]#[N:15])[CH2:10][CH2:9]1)[C:2]1[CH:7]=[CH:6][CH:5]=[CH:4][CH:3]=1.[OH-:24].[NH4+]. The catalyst is S(=O)(=O)(O)O. The product is [CH2:1]([N:8]1[CH2:9][CH2:10][C:11]([NH:16][C:17]2[CH:18]=[CH:19][C:20]([Cl:23])=[CH:21][CH:22]=2)([C:14]([NH2:15])=[O:24])[CH2:12][CH2:13]1)[C:2]1[CH:3]=[CH:4][CH:5]=[CH:6][CH:7]=1. The yield is 0.710. (2) The reactants are [CH:1]1([CH:4]([O:6][C:7](=[O:34])[NH:8][C:9]2[CH:14]=[CH:13][C:12]([C:15]3[N:16]([CH:30]4[CH2:33][CH2:32][CH2:31]4)[C:17]4[C:22]([C:23]=3[C:24]#[N:25])=[CH:21][CH:20]=[C:19]([O:26][CH2:27][CH2:28]Cl)[CH:18]=4)=[CH:11][CH:10]=2)[CH3:5])[CH2:3][CH2:2]1.[I-].[Na+].[Na].[NH:38]1[CH:42]=[N:41][CH:40]=[N:39]1. The catalyst is CC#N.CN(C=O)C. The product is [CH:1]1([CH:4]([O:6][C:7](=[O:34])[NH:8][C:9]2[CH:14]=[CH:13][C:12]([C:15]3[N:16]([CH:30]4[CH2:33][CH2:32][CH2:31]4)[C:17]4[C:22]([C:23]=3[C:24]#[N:25])=[CH:21][CH:20]=[C:19]([O:26][CH2:27][CH2:28][N:38]3[CH:42]=[N:41][CH:40]=[N:39]3)[CH:18]=4)=[CH:11][CH:10]=2)[CH3:5])[CH2:3][CH2:2]1. The yield is 0.290. (3) The reactants are [Cl:1][C:2]1[CH:7]=[CH:6][C:5]([C@H:8]2[CH2:13][C@H:12]([C:14](=[O:21])[CH2:15][C:16](OCC)=[O:17])[CH2:11][CH2:10][N:9]2[C:22]([O:24][CH3:25])=[O:23])=[C:4]([F:26])[CH:3]=1.[OH-].[Na+].[NH2:29]O.Cl. The catalyst is CO. The product is [Cl:1][C:2]1[CH:7]=[CH:6][C:5]([C@H:8]2[CH2:13][C@H:12]([C:14]3[O:21][NH:29][C:16](=[O:17])[CH:15]=3)[CH2:11][CH2:10][N:9]2[C:22]([O:24][CH3:25])=[O:23])=[C:4]([F:26])[CH:3]=1. The yield is 0.980. (4) The reactants are [NH2:1][C:2]1[CH:7]=[CH:6][CH:5]=[CH:4][CH:3]=1.[N:8]#[C:9][NH2:10].[N+:11]([O-:14])([OH:13])=[O:12]. The catalyst is C(O)C. The product is [N+:11]([O-:14])([O-:13])=[O:12].[C:2]1([NH:1][C:9]([NH2:10])=[NH2+:8])[CH:7]=[CH:6][CH:5]=[CH:4][CH:3]=1. The yield is 0.320. (5) The reactants are [O:1]1[C:5]2[CH:6]=[CH:7][CH:8]=[C:9]([C:10](=[O:12])[CH3:11])[C:4]=2[O:3][CH2:2]1.[Br:13]CC(C1C=C(Cl)C=CC=1Cl)=O. No catalyst specified. The product is [O:1]1[C:5]2[CH:6]=[CH:7][CH:8]=[C:9]([C:10](=[O:12])[CH2:11][Br:13])[C:4]=2[O:3][CH2:2]1. The yield is 0.480. (6) The reactants are [CH3:1][O:2][C:3]1[CH:8]=[CH:7][C:6]([N+:9]([O-])=O)=[CH:5][C:4]=1[C:12]1[N:16]([CH3:17])[N:15]=[CH:14][CH:13]=1.O.O.Cl[Sn]Cl. The catalyst is CCO. The product is [CH3:1][O:2][C:3]1[CH:8]=[CH:7][C:6]([NH2:9])=[CH:5][C:4]=1[C:12]1[N:16]([CH3:17])[N:15]=[CH:14][CH:13]=1. The yield is 0.870. (7) The reactants are [NH2:1][C:2]1[CH:7]=[CH:6][CH:5]=[C:4](Cl)[N:3]=1.[O:9]1[CH:13]=[CH:12][C:11](B(O)O)=[CH:10]1. No catalyst specified. The product is [O:9]1[CH:13]=[CH:12][C:11]([C:4]2[N:3]=[C:2]([NH2:1])[CH:7]=[CH:6][CH:5]=2)=[CH:10]1. The yield is 0.540.